This data is from Drug-target binding data from BindingDB using IC50 measurements. The task is: Regression. Given a target protein amino acid sequence and a drug SMILES string, predict the binding affinity score between them. We predict pIC50 (pIC50 = -log10(IC50 in M); higher means more potent). Dataset: bindingdb_ic50. The small molecule is CCCCCCCCCCCCCCCC(NCc1ccccc1F)=C1C(=O)OC(CO)C1=O. The target protein (Q16828) has sequence MIDTLRPVPFASEMAISKTVAWLNEQLELGNERLLLMDCRPQELYESSHIESAINVAIPGIMLRRLQKGNLPVRALFTRGEDRDRFTRRCGTDTVVLYDESSSDWNENTGGESVLGLLLKKLKDEGCRAFYLEGGFSKFQAEFSLHCETNLDGSCSSSSPPLPVLGLGGLRISSDSSSDIESDLDRDPNSATDSDGSPLSNSQPSFPVEILPFLYLGCAKDSTNLDVLEEFGIKYILNVTPNLPNLFENAGEFKYKQIPISDHWSQNLSQFFPEAISFIDEARGKNCGVLVHCLAGISRSVTVTVAYLMQKLNLSMNDAYDIVKMKKSNISPNFNFMGQLLDFERTLGLSSPCDNRVPAQQLYFTTPSNQNVYQVDSLQST. The pIC50 is 4.0.